This data is from Full USPTO retrosynthesis dataset with 1.9M reactions from patents (1976-2016). The task is: Predict the reactants needed to synthesize the given product. (1) Given the product [CH3:12][O:13][CH:14]=[C:42]1[CH2:43][CH2:44][N:39]([C:34]([O:36][CH2:37][CH3:38])=[O:35])[CH2:40][CH2:41]1, predict the reactants needed to synthesize it. The reactants are: C[Si](C)(C)N[Si](C)(C)C.[Na].[Cl-].[CH3:12][O:13][CH2:14][P+](C1C=CC=CC=1)(C1C=CC=CC=1)C1C=CC=CC=1.[C:34]([N:39]1[CH2:44][CH2:43][C:42](=O)[CH2:41][CH2:40]1)([O:36][CH2:37][CH3:38])=[O:35].O. (2) The reactants are: COC[O:4][C:5]1[CH:10]=[C:9]([O:11]COC)[CH:8]=[CH:7][C:6]=1[CH:15]1[CH2:24][CH2:23][C:18]2(OCC[O:19]2)[CH2:17][CH2:16]1.Cl. Given the product [OH:4][C:5]1[CH:10]=[C:9]([OH:11])[CH:8]=[CH:7][C:6]=1[CH:15]1[CH2:16][CH2:17][C:18](=[O:19])[CH2:23][CH2:24]1, predict the reactants needed to synthesize it.